This data is from Peptide-MHC class I binding affinity with 185,985 pairs from IEDB/IMGT. The task is: Regression. Given a peptide amino acid sequence and an MHC pseudo amino acid sequence, predict their binding affinity value. This is MHC class I binding data. (1) The peptide sequence is GMIPFFDFA. The MHC is HLA-A69:01 with pseudo-sequence HLA-A69:01. The binding affinity (normalized) is 0.0847. (2) The peptide sequence is WPISAILWF. The MHC is HLA-B58:01 with pseudo-sequence HLA-B58:01. The binding affinity (normalized) is 0.0847. (3) The peptide sequence is ALEPGFKDY. The MHC is HLA-B15:02 with pseudo-sequence HLA-B15:02. The binding affinity (normalized) is 0.381. (4) The peptide sequence is MSDLTFSEE. The MHC is HLA-A30:01 with pseudo-sequence HLA-A30:01. The binding affinity (normalized) is 0.0847. (5) The peptide sequence is IEIKDTKEAL. The MHC is HLA-B53:01 with pseudo-sequence HLA-B53:01. The binding affinity (normalized) is 0. (6) The peptide sequence is FRGGCIHSRI. The MHC is Mamu-B03 with pseudo-sequence Mamu-B03. The binding affinity (normalized) is 0.354. (7) The peptide sequence is FSWSLTDSSGK. The MHC is Mamu-A01 with pseudo-sequence Mamu-A01. The binding affinity (normalized) is 0.326. (8) The peptide sequence is AFRDVLVVL. The MHC is HLA-A24:02 with pseudo-sequence HLA-A24:02. The binding affinity (normalized) is 0.184. (9) The peptide sequence is LGIPHPAG. The MHC is Mamu-B03 with pseudo-sequence Mamu-B03. The binding affinity (normalized) is 0. (10) The peptide sequence is MSLNFPIAK. The MHC is HLA-A33:01 with pseudo-sequence HLA-A33:01. The binding affinity (normalized) is 0.562.